Dataset: Full USPTO retrosynthesis dataset with 1.9M reactions from patents (1976-2016). Task: Predict the reactants needed to synthesize the given product. The reactants are: Cl[C:2]1[C:7]([C:8]#[N:9])=[CH:6][CH:5]=[CH:4][N:3]=1.Cl.[CH2:11]([O:13][C:14](=[O:17])[CH2:15][NH2:16])[CH3:12].C(=O)([O-])[O-].[Na+].[Na+].[F-].[K+]. Given the product [CH2:11]([O:13][C:14](=[O:17])[CH2:15][NH:16][C:2]1[C:7]([C:8]#[N:9])=[CH:6][CH:5]=[CH:4][N:3]=1)[CH3:12], predict the reactants needed to synthesize it.